Dataset: Drug-target binding data from BindingDB using IC50 measurements. Task: Regression. Given a target protein amino acid sequence and a drug SMILES string, predict the binding affinity score between them. We predict pIC50 (pIC50 = -log10(IC50 in M); higher means more potent). Dataset: bindingdb_ic50. (1) The small molecule is CN1CCN(c2ccc(NC=C3C(=O)NC(=O)c4ccc(-c5ccoc5)cc43)cc2F)CC1. The target protein (P06493) has sequence MEDYTKIEKIGEGTYGVVYKGRHKTTGQVVAMKKIRLESEEEGVPSTAIREISLLKELRHPNIVSLQDVLMQDSRLYLIFEFLSMDLKKYLDSIPPGQYMDSSLVKSYLYQILQGIVFCHSRRVLHRDLKPQNLLIDDKGTIKLADFGLARAFGIPIRVYTHEVVTLWYRSPEVLLGSARYSTPVDIWSIGTIFAELATKKPLFHGDSEIDQLFRIFRALGTPNNEVWPEVESLQDYKNTFPKWKPGSLASHVKNLDENGLDLLSKMLIYDPAKRISGKMALNHPYFNDLDNQIKKM. The pIC50 is 4.3. (2) The compound is Nc1ncc(-c2ccc3[nH]ccc3c2)cc1-c1nnc(C2CC2)o1. The target protein sequence is HSDSISSLASEREYITSLDLSANELRDIDALSQKCCISVHLEHLEKLELHQNALTSFPQQLCETLKSLTHLDLHSNKFTSFPSYLLKMSCIANLDVSRNDIGPSVVLDPTVKCPTLKQFNLSYNQLSFVPENLTDVVEKLEQLILEGNKISGICSPLRLKELKILNLSKNHISSLSENFLEACPKVESFSARMNFLAAMPFLPPSMTILKLSQNKFSCIPEAILNLPHLRSLDMSSNDIQYLPGPAHWKSLNLRELLFSHNQISILDLSEKAYLWSRVEKLHLSHNKLKEIPPEIGCLENLTSLDVSYNLELRSFPNEMGKLSKIWDLPLDELHLNFDFKHIGCKAKDIIRFLQQRLKKAVPYNRMKLMIVGNTGSGKTTLLQQLMKTKKSDLGMQSATVGIDVKDWPIQIRDKRKRDLVLNVWDFAGREEFYSTHPHFMTQRALYLAVYDLSKGQAEVDAMKPWLFNIKARASSSPVILVGTHLDVSDEKQRKACMSKI.... The pIC50 is 6.0. (3) The small molecule is NCC(c1ccc(C(F)(F)F)cc1F)N1CCN(c2ncnc(N)c2-c2ccc(F)cc2)CC1. The target protein sequence is MRRRRRRDGFYPAPDFRDREAEDMAGVFDIDLDQPEDAGSEDELEEGGQLNESMDHGGVGPYELGMEHCEKFEISETSVNRGPEKIRPECFELLRVLGKGGYGKVFQVRKVTGANTGKIFAMKVLKKAMIVRNAKDTAHTKAERNILEEVKHPFIVDLIYAFQTGGKLYLILEYLSGGELFMQLEREGIFMEDTACFYLAEISMALGHLHQKGIIYRDLKPENIMLNHQGHVKLTDFGLCKESIHDGTVTHTFCGTIEYMAPEILMRSGHNRAVDWWSLGALMYDMLTGAPPFTGENRKKTIDKILKCKLNLPPYLTQEARDLLKKLLKRNAASRLGAGPGDAGEVQAHPFFRHINWEELLARKVEPPFKPLLQSEEDVSQFDSKFTRQTPVDSPDDSTLSESANQVFLGFEYVAPSVLESVKEKFSFEPKIRSPRRFIGSPRTPVSPVKFSPGDFWGRGASASTANPQTPVEYPMETSGIEQMDVTMSGEASAPLPIRQ.... The pIC50 is 7.9. (4) The drug is NS(=O)(=O)c1c(C(F)(F)F)ccc(N2CCC3(CCNCC3)C2)c1-c1nnn[nH]1. The target protein sequence is MLKVISSLLVYMTASVMAVASPLAHSGEPSGEYPTVNEIPVGEVRLYQIADGVWSHIATQSFDGAVYPSNGLIVRDGDELLLIDTAWGAKNTAALLAEIEKQIGLPVTRAVSTHFHDDRVGGVDVLRAAGVATYASPSTRRLAEAEGNEIPTHSLEGLSSSGDAVRFGPVELFYPGAAHSTDNLVVYVPSANVLYGGCAVHELSSTSAGNVADADLAEWPTSVERIQKHYPEAEVVIPGHGLPGGLDLLQHTANVVKAHKNRSVAE. The pIC50 is 7.6. (5) The target protein (P06730) has sequence MATVEPETTPTPNPPTTEEEKTESNQEVANPEHYIKHPLQNRWALWFFKNDKSKTWQANLRLISKFDTVEDFWALYNHIQLSSNLMPGCDYSLFKDGIEPMWEDEKNKRGGRWLITLNKQQRRSDLDRFWLETLLCLIGESFDDYSDDVCGAVVNVRAKGDKIAIWTTECENREAVTHIGRVYKERLGLPPKIVIGYQSHADTATKSGSTTKNRFVV. The small molecule is O=C(O)c1cc(-c2nc(-c3ccc(Cl)c(Cl)c3)cs2)ccc1-c1ccc(F)cc1C(F)(F)F. The pIC50 is 6.1. (6) The target protein (P23385) has sequence MVRLLLIFFPMIFLEMSILPRMPDRKVLLAGASSQRSVARMDGDVIIGALFSVHHQPPAEKVPERKCGEIREQYGIQRVEAMFHTLDKINADPVLLPNITLGSEIRDSCWHSSVALEQSIEFIRDSLISIRDEKDGLNRCLPDGQTLPPGRTKKPIAGVIGPGSSSVAIQVQNLLQLFDIPQIAYSATSIDLSDKTLYKYFLRVVPSDTLQARAMLDIVKRYNWTYVSAVHTEGNYGESGMDAFKELAAQEGLCIAHSDKIYSNAGEKSFDRLLRKLRERLPKARVVVCFCEGMTVRGLLSAMRRLGVVGEFSLIGSDGWADRDEVIEGYEVEANGGITIKLQSPEVRSFDDYFLKLRLDTNTRNPWFPEFWQHRFQCRLPGHLLENPNFKKVCTGNESLEENYVQDSKMGFVINAIYAMAHGLQNMHHALCPGHVGLCDAMKPIDGRKLLDFLIKSSFVGVSGEEVWFDEKGDAPGRYDIMNLQYTEANRYDYVHVGTW.... The pIC50 is 6.6. The small molecule is Cc1c(C(=O)OC(C)C(C)(C)C)cn2c1C(=O)N(Cc1ccccc1)CC2. (7) The drug is O=c1c(O)c(-c2ccc(O)c(O)c2)oc2cc(O)cc(O)c12. The target protein sequence is FVLTEGNPRWEQTHLTYRIENYTPDLPRADVDHAIEKAFQLWSNVTPLTFTKVSEGQADIMISFVRGDHRDNSPFDGPGGNLAHAFQPGPGIGGDAHFDEDERWTNNFREYNLHRVAAHELGHSLGLSHSTDIGALMYPSYTFSGDVQLAQDDIDGIQAIYGRSQNPVQ. The pIC50 is 5.8. (8) The drug is CC1CC(C)(O)CC(C(O)CC2CC(=O)NC(=O)C2)C1=O. The target protein (O43353) has sequence MNGEAICSALPTIPYHKLADLRYLSRGASGTVSSARHADWRVQVAVKHLHIHTPLLDSERKDVLREAEILHKARFSYILPILGICNEPEFLGIVTEYMPNGSLNELLHRKTEYPDVAWPLRFRILHEIALGVNYLHNMTPPLLHHDLKTQNILLDNEFHVKIADFGLSKWRMMSLSQSRSSKSAPEGGTIIYMPPENYEPGQKSRASIKHDIYSYAVITWEVLSRKQPFEDVTNPLQIMYSVSQGHRPVINEESLPYDIPHRARMISLIESGWAQNPDERPSFLKCLIELEPVLRTFEEITFLEAVIQLKKTKLQSVSSAIHLCDKKKMELSLNIPVNHGPQEESCGSSQLHENSGSPETSRSLPAPQDNDFLSRKAQDCYFMKLHHCPGNHSWDSTISGSQRAAFCDHKTTPCSSAIINPLSTAGNSERLQPGIAQQWIQSKREDIVNQMTEACLNQSLDALLSRDLIMKEDYELVSTKPTRTSKVRQLLDTTDIQGEE.... The pIC50 is 4.3. (9) The compound is N#Cc1nn(-c2cccc(C(F)(F)F)c2)c(=O)n(CCCN2CCCCC2)c1=O. The target protein (P43235) has sequence MWGLKVLLLPVVSFALYPEEILDTHWELWKKTHRKQYNNKVDEISRRLIWEKNLKYISIHNLEASLGVHTYELAMNHLGDMTSEEVVQKMTGLKVPLSHSRSNDTLYIPEWEGRAPDSVDYRKKGYVTPVKNQGQCGSCWAFSSVGALEGQLKKKTGKLLNLSPQNLVDCVSENDGCGGGYMTNAFQYVQKNRGIDSEDAYPYVGQEESCMYNPTGKAAKCRGYREIPEGNEKALKRAVARVGPVSVAIDASLTSFQFYSKGVYYDESCNSDNLNHAVLAVGYGIQKGNKHWIIKNSWGENWGNKGYILMARNKNNACGIANLASFPKM. The pIC50 is 7.8.